Dataset: NCI-60 drug combinations with 297,098 pairs across 59 cell lines. Task: Regression. Given two drug SMILES strings and cell line genomic features, predict the synergy score measuring deviation from expected non-interaction effect. (1) Drug 1: CC(C)CN1C=NC2=C1C3=CC=CC=C3N=C2N. Drug 2: C(CN)CNCCSP(=O)(O)O. Cell line: SF-268. Synergy scores: CSS=-4.22, Synergy_ZIP=7.40, Synergy_Bliss=-0.564, Synergy_Loewe=-2.86, Synergy_HSA=-4.64. (2) Drug 1: CN(CC1=CN=C2C(=N1)C(=NC(=N2)N)N)C3=CC=C(C=C3)C(=O)NC(CCC(=O)O)C(=O)O. Drug 2: CC1CCC2CC(C(=CC=CC=CC(CC(C(=O)C(C(C(=CC(C(=O)CC(OC(=O)C3CCCCN3C(=O)C(=O)C1(O2)O)C(C)CC4CCC(C(C4)OC)O)C)C)O)OC)C)C)C)OC. Cell line: SF-295. Synergy scores: CSS=16.6, Synergy_ZIP=-0.975, Synergy_Bliss=2.55, Synergy_Loewe=-17.1, Synergy_HSA=-2.12. (3) Drug 1: C1=CC(=CC=C1CCC2=CNC3=C2C(=O)NC(=N3)N)C(=O)NC(CCC(=O)O)C(=O)O. Drug 2: C1CCC(C(C1)N)N.C(=O)(C(=O)[O-])[O-].[Pt+4]. Cell line: SK-MEL-2. Synergy scores: CSS=18.6, Synergy_ZIP=-2.27, Synergy_Bliss=1.15, Synergy_Loewe=-8.17, Synergy_HSA=2.65. (4) Drug 1: CC12CCC(CC1=CCC3C2CCC4(C3CC=C4C5=CN=CC=C5)C)O. Cell line: NCI-H460. Drug 2: CCC1=CC2CC(C3=C(CN(C2)C1)C4=CC=CC=C4N3)(C5=C(C=C6C(=C5)C78CCN9C7C(C=CC9)(C(C(C8N6C)(C(=O)OC)O)OC(=O)C)CC)OC)C(=O)OC.C(C(C(=O)O)O)(C(=O)O)O. Synergy scores: CSS=63.4, Synergy_ZIP=13.5, Synergy_Bliss=14.8, Synergy_Loewe=-3.25, Synergy_HSA=14.5.